Predict the reaction yield, written as a fraction of the theoretical maximum amount of product (1.0 means a 100% yield; for example, 0.34 means a 34% yield). From a dataset of Reaction yield outcomes from USPTO patents with 853,638 reactions. (1) The reactants are [Cl:1][C:2]1[CH:7]=[CH:6][N:5]=[C:4]2[CH:8]=[C:9]([CH:11]=O)[S:10][C:3]=12.[NH:13]1[CH2:18][CH2:17][O:16][CH2:15][CH2:14]1.C(O)(=O)C.C([BH3-])#N.[Na+]. The catalyst is CO.CO.CCOC(C)=O. The product is [Cl:1][C:2]1[CH:7]=[CH:6][N:5]=[C:4]2[CH:8]=[C:9]([CH2:11][N:13]3[CH2:18][CH2:17][O:16][CH2:15][CH2:14]3)[S:10][C:3]=12. The yield is 0.290. (2) The reactants are Cl[Si](C)(C)C.Br[CH2:7][C:8]([O:10][C:11]([CH3:14])([CH3:13])[CH3:12])=[O:9].[F:15][C:16]1[C:23]([O:24][CH3:25])=[CH:22][CH:21]=[CH:20][C:17]=1[CH:18]=[O:19]. The catalyst is C1COCC1.[Zn]. The product is [F:15][C:16]1[C:23]([O:24][CH3:25])=[CH:22][CH:21]=[CH:20][C:17]=1[CH:18]([OH:19])[CH2:7][C:8]([O:10][C:11]([CH3:14])([CH3:13])[CH3:12])=[O:9]. The yield is 0.580. (3) The reactants are C(N(CC)CC)C.[NH:8]1[C:16]2[C:11](=[CH:12][CH:13]=[CH:14][CH:15]=2)[C:10](=[O:17])[C:9]1=[O:18].[S:19]1[CH:23]=[CH:22][C:21](B(O)O)=[CH:20]1. The catalyst is C(Cl)Cl.C([O-])(=O)C.[Cu+2].C([O-])(=O)C. The product is [S:19]1[CH:23]=[CH:22][C:21]([N:8]2[C:16]3[C:11](=[CH:12][CH:13]=[CH:14][CH:15]=3)[C:10](=[O:17])[C:9]2=[O:18])=[CH:20]1. The yield is 0.500. (4) The reactants are [Cl:1][C:2]1[CH:3]=[C:4]([O:9][CH2:10][C:11]2[C:23]([F:24])=[CH:22][C:14]([C:15]([NH:17][S:18]([CH3:21])(=[O:20])=[O:19])=[O:16])=[C:13]([F:25])[CH:12]=2)[CH:5]=[N:6][C:7]=1F.[F:26][C:27]([F:33])([F:32])[C:28]([CH3:31])([OH:30])[CH3:29].C(=O)([O-])[O-].[Cs+].[Cs+]. The catalyst is CS(C)=O.CCOC(C)=O. The product is [Cl:1][C:2]1[CH:3]=[C:4]([O:9][CH2:10][C:11]2[C:23]([F:24])=[CH:22][C:14]([C:15]([NH:17][S:18]([CH3:21])(=[O:20])=[O:19])=[O:16])=[C:13]([F:25])[CH:12]=2)[CH:5]=[N:6][C:7]=1[O:30][C:28]([CH3:31])([CH3:29])[C:27]([F:33])([F:32])[F:26]. The yield is 0.200. (5) The reactants are [Cl:1][C:2]1[CH:7]=[CH:6][C:5]([CH:8]([CH:11]2[CH2:16][CH2:15][N:14]([C:17]([O:19][C:20]([CH3:23])([CH3:22])[CH3:21])=[O:18])[CH2:13][CH2:12]2)[CH:9]=[O:10])=[CH:4][CH:3]=1.[BH4-].[Na+]. The catalyst is CO. The product is [Cl:1][C:2]1[CH:7]=[CH:6][C:5]([CH:8]([CH:11]2[CH2:12][CH2:13][N:14]([C:17]([O:19][C:20]([CH3:23])([CH3:22])[CH3:21])=[O:18])[CH2:15][CH2:16]2)[CH2:9][OH:10])=[CH:4][CH:3]=1. The yield is 0.350.